From a dataset of Forward reaction prediction with 1.9M reactions from USPTO patents (1976-2016). Predict the product of the given reaction. (1) Given the reactants COC1C=C(OC)C=CC=1C[N:6]([C:29]1[CH:34]=[CH:33][N:32]=[CH:31][N:30]=1)[S:7]([C:10]1[CH:15]=[CH:14][C:13]([O:16][C@H:17]2[CH2:21][CH2:20][CH2:19][C@@H:18]2[C:22]2[N:26]([CH3:27])[N:25]=[CH:24][CH:23]=2)=[C:12]([CH3:28])[CH:11]=1)(=[O:9])=[O:8].C([SiH](CC)CC)C.FC(F)(F)C(O)=O, predict the reaction product. The product is: [CH3:28][C:12]1[CH:11]=[C:10]([S:7]([NH:6][C:29]2[CH:34]=[CH:33][N:32]=[CH:31][N:30]=2)(=[O:8])=[O:9])[CH:15]=[CH:14][C:13]=1[O:16][C@H:17]1[CH2:21][CH2:20][CH2:19][C@@H:18]1[C:22]1[N:26]([CH3:27])[N:25]=[CH:24][CH:23]=1. (2) Given the reactants [CH:1]1([C:4]2[S:5][CH:6]=[C:7]([NH:9][C:10](=[O:34])[NH:11][C:12]3[N:17]=[C:16]([O:18][CH2:19][CH2:20][CH:21]4[CH2:26][CH2:25][N:24](C(OC(C)(C)C)=O)[CH2:23][CH2:22]4)[CH:15]=[CH:14][CH:13]=3)[N:8]=2)[CH2:3][CH2:2]1.C(O)(C(F)(F)F)=O, predict the reaction product. The product is: [CH:1]1([C:4]2[S:5][CH:6]=[C:7]([NH:9][C:10]([NH:11][C:12]3[CH:13]=[CH:14][CH:15]=[C:16]([O:18][CH2:19][CH2:20][CH:21]4[CH2:22][CH2:23][NH:24][CH2:25][CH2:26]4)[N:17]=3)=[O:34])[N:8]=2)[CH2:3][CH2:2]1. (3) The product is: [Cl:20][C:5]1[C:6]([NH:8][C:9]2[CH:19]=[CH:18][CH:17]=[CH:16][C:10]=2[C:11]([NH:13][C:15]2[CH:33]=[CH:34][CH:35]=[C:29]([CH2:28][CH2:27][N:21]3[CH2:22][CH2:23][O:24][CH2:25][CH2:26]3)[CH:30]=2)=[O:12])=[N:7][C:2]([NH:32][C:31]2[CH:33]=[CH:34][CH:35]=[C:29]([CH2:28][CH2:27][N:21]3[CH2:26][CH2:25][O:24][CH2:23][CH2:22]3)[CH:30]=2)=[N:3][CH:4]=1. Given the reactants Cl[C:2]1[N:7]=[C:6]([NH:8][C:9]2[CH:19]=[CH:18][CH:17]=[CH:16][C:10]=2[C:11]([N:13]([CH3:15])C)=[O:12])[C:5]([Cl:20])=[CH:4][N:3]=1.[N:21]1([CH2:27][CH2:28][C:29]2[CH:30]=[C:31]([CH:33]=[CH:34][CH:35]=2)[NH2:32])[CH2:26][CH2:25][O:24][CH2:23][CH2:22]1.Cl, predict the reaction product. (4) Given the reactants [C:1]([O:5][C:6]([N:8]1[CH2:13][CH2:12][N:11]([C:14]2[CH:15]=[N:16][C:17]([NH:20][C:21]3[N:22]=[CH:23][C:24]4[C:30]([CH3:31])=[C:29](Br)[C:28](=[O:33])[N:27]([CH:34]5[CH2:38][CH2:37][CH2:36][CH2:35]5)[C:25]=4[N:26]=3)=[CH:18][CH:19]=2)[CH2:10][C:9]1([CH3:40])[CH3:39])=[O:7])([CH3:4])([CH3:3])[CH3:2].C([Sn](CCCC)(CCCC)[C:46]([O:48][CH2:49][CH3:50])=[CH2:47])CCC, predict the reaction product. The product is: [C:1]([O:5][C:6]([N:8]1[CH2:13][CH2:12][N:11]([C:14]2[CH:15]=[N:16][C:17]([NH:20][C:21]3[N:22]=[CH:23][C:24]4[C:30]([CH3:31])=[C:29]([C:46]([O:48][CH2:49][CH3:50])=[CH2:47])[C:28](=[O:33])[N:27]([CH:34]5[CH2:38][CH2:37][CH2:36][CH2:35]5)[C:25]=4[N:26]=3)=[CH:18][CH:19]=2)[CH2:10][C:9]1([CH3:40])[CH3:39])=[O:7])([CH3:4])([CH3:3])[CH3:2]. (5) Given the reactants [Si:1]([O:8][CH2:9][CH:10]=O)([C:4]([CH3:7])([CH3:6])[CH3:5])([CH3:3])[CH3:2].Cl.[NH2:13][C@@H:14]1[CH2:19][CH2:18][CH2:17][N:16]([C:20]2[C:25]([Br:26])=[CH:24][N:23]=[C:22]3[NH:27][CH:28]=[C:29]([NH:30][C:31](=[O:40])[C:32]4[CH:37]=[CH:36][C:35]([F:38])=[C:34]([Cl:39])[CH:33]=4)[C:21]=23)[CH2:15]1.CCN(C(C)C)C(C)C.C(OC)(OC)OC.[BH4-].[Na+].C([O-])(O)=O.[Na+], predict the reaction product. The product is: [Br:26][C:25]1[C:20]([N:16]2[CH2:17][CH2:18][CH2:19][C@@H:14]([NH:13][CH2:10][CH2:9][O:8][Si:1]([C:4]([CH3:5])([CH3:6])[CH3:7])([CH3:2])[CH3:3])[CH2:15]2)=[C:21]2[C:29]([NH:30][C:31](=[O:40])[C:32]3[CH:37]=[CH:36][C:35]([F:38])=[C:34]([Cl:39])[CH:33]=3)=[CH:28][NH:27][C:22]2=[N:23][CH:24]=1. (6) Given the reactants [CH2:1]([N:8]([CH2:10][C:11]1[C:19]2[C:18](=[O:20])[C:17]([C:21](=[O:25])[CH:22]([CH3:24])[CH3:23])=[CH:16][N:15]([CH2:26][C:27]3[C:32]([F:33])=[CH:31][CH:30]=[CH:29][C:28]=3[F:34])[C:14]=2[S:13][C:12]=1[C:35]1[CH:40]=[CH:39][C:38]([N+:41]([O-])=O)=[CH:37][CH:36]=1)[CH3:9])[C:2]1[CH:7]=[CH:6][CH:5]=[CH:4][CH:3]=1.C(O)C.Cl.C(=O)([O-])O.[Na+], predict the reaction product. The product is: [NH2:41][C:38]1[CH:37]=[CH:36][C:35]([C:12]2[S:13][C:14]3[N:15]([CH2:26][C:27]4[C:32]([F:33])=[CH:31][CH:30]=[CH:29][C:28]=4[F:34])[CH:16]=[C:17]([C:21](=[O:25])[CH:22]([CH3:24])[CH3:23])[C:18](=[O:20])[C:19]=3[C:11]=2[CH2:10][N:8]([CH2:1][C:2]2[CH:3]=[CH:4][CH:5]=[CH:6][CH:7]=2)[CH3:9])=[CH:40][CH:39]=1.